Regression/Classification. Given a drug SMILES string, predict its absorption, distribution, metabolism, or excretion properties. Task type varies by dataset: regression for continuous measurements (e.g., permeability, clearance, half-life) or binary classification for categorical outcomes (e.g., BBB penetration, CYP inhibition). Dataset: hlm. From a dataset of Human liver microsome stability data. (1) The compound is CC(C)(C)[C@H](NC(=O)n1c(=O)n(CC2CCCO2)c2ccccc21)C(N)=O. The result is 0 (unstable in human liver microsomes). (2) The compound is COC(=O)Nc1ccc2c(c1)NC(=O)[C@H](C)CCC[C@H](N1CCN(c3c(F)ccc(Cl)c3F)CC1=O)c1cc-2ccn1. The result is 1 (stable in human liver microsomes). (3) The molecule is O=C(C=Cc1c(-n2cnnn2)ccc(Cl)c1F)N[C@@H](Cc1ccccc1)C(=O)Nc1ccc(C(=O)O)cc1. The result is 0 (unstable in human liver microsomes). (4) The compound is O=C(N[C@@H](Cn1ccnc1)c1ccc(Cl)cc1Cl)c1ccc(-c2nnc(-c3ccccc3)o2)cc1. The result is 0 (unstable in human liver microsomes). (5) The drug is NCCCNc1nnc(-c2ccc(F)c(F)c2Nc2ccc(I)cc2F)o1. The result is 0 (unstable in human liver microsomes). (6) The molecule is CNCC1(c2ccc(Cl)cc2)CCCCC1. The result is 0 (unstable in human liver microsomes). (7) The molecule is O=C(c1cc2cc(C3CC3)ccc2[nH]1)N1CC(=O)N(Cc2cccc(C3CC3)c2)[C@@H](Cc2ccccc2)C1. The result is 0 (unstable in human liver microsomes).